Dataset: Experimentally validated miRNA-target interactions with 360,000+ pairs, plus equal number of negative samples. Task: Binary Classification. Given a miRNA mature sequence and a target amino acid sequence, predict their likelihood of interaction. (1) The miRNA is mmu-miR-5128 with sequence CAAUUGGGGCUGGCGAGAUGGCU. The protein sequence of the target gene is MSEELSAATSYTEDDFYCPVCQEVLKTPVRTAACQHVFCRKCFLTAMRESGIHCPLCRGSVTRRERACPERALDLENIMRRFSGSCRCCSKKIKFYRMRHHYKSCKKYQDEYGVSSVIPNFKISQDSVRSSNRSETSASDNTETYQEDTSSSGHPTFKCPLCQESNFTRQRLLDHCNSNHLFQIVPVTCPICVSLPWGDPSQITRNFVSHLNQRHQFDYGEFVNLQLDEETQYQTAVEESFQVNM. Result: 0 (no interaction). (2) The miRNA is hsa-miR-374b-5p with sequence AUAUAAUACAACCUGCUAAGUG. The protein sequence of the target gene is MTSPSPRIQIISTDSAVASPQRIQIVTDQQTGQKIQIVTAVDASGSPKQQFILTSPDGAGTGKVILASPETSSAKQLIFTTSDNLVPGRIQIVTDSASVERLLGKTDVQRPQVVEYCVVCGDKASGRHYGAVSCEGCKGFFKRSVRKNLTYSCRSNQDCIINKHHRNRCQFCRLKKCLEMGMKMESVQSERKPFDVQREKPSNCAASTEKIYIRKDLRSPLIATPTFVADKDGARQTGLLDPGMLVNIQQPLIREDGTVLLATDSKAETSQGALGTLANVVTSLANLSESLNNGDTSEIQ.... Result: 1 (interaction). (3) The miRNA is hsa-miR-147a with sequence GUGUGUGGAAAUGCUUCUGC. The protein sequence of the target gene is MKHSLNALLIFLIITSAWGGSKGPLDQLEKGGETAQSADPQWEQLNNKNLSMPLLPADFHKENTVTNDWIPEGEEDDDYLDLEKIFSEDDDYIDIVDSLSVSPTDSDVSAGNILQLFHGKSRIQRLNILNAKFAFNLYRVLKDQVNTFDNIFIAPVGISTAMGMISLGLKGETHEQVHSILHFKDFVNASSKYEITTIHNLFRKLTHRLFRRNFGYTLRSVNDLYIQKQFPILLDFKTKVREYYFAEAQIADFSDPAFISKTNNHIMKLTKGLIKDALENIDPATQMMILNCIYFKGSWV.... Result: 0 (no interaction). (4) The miRNA is hsa-miR-7843-5p with sequence GAGGGCAGAGCCAGCUUCCUGA. The protein sequence of the target gene is MARFTNCLLKNIFTRSQFDSAKRRQCLQYLNALRSLQHNGYKTVYFGETEIPETLVTGEDFSDSYYIHTPSWCILHAGGSQGWVPWKYRMFLRNDLCIKKEDSLFLEFCDVVKRAYGKCAIVVKGRRQQDEMKPKTDKEGEAKAYVPTSINLTSIACSPGVAKSYGHELISLPPYYNYLNPLDSAWSSMKWFIINNRKEFCLQSVDNVYTYRYILFSDLISKGIEKVNLTKWKAITNKVRRWENYYLAKFS. Result: 0 (no interaction). (5) Result: 0 (no interaction). The miRNA is mmu-miR-8111 with sequence ACCGGGCAUGGUAGUGUACAC. The protein sequence of the target gene is MNRFNGLCKVCSERRYRQITIRRGKDGFGFTICCDSPVRVQAVDSGGPAERAGLQQLDTVLQLNERPVEHWKCVELAHEIRSCPSEIILLVWRVVPQIKPGPDGGVLRRASCKSTHDLLSPPNKREKNCTHGAPVRPEQRHSCHLVCDSSDGLLLGGWERYTEVGKRSGQHTLPALSRTTTPTDPNYIILAPLNPGSQLLRPVYQEDTIPEEPGTTTKGKSYTGLGKKSRLMKTVQTMKGHSNYQDCSALRPHIPHSSYGTYVTLAPKVLVFPVFVQPLDLCNPARTLLLSEELLLYEGR....